Dataset: Full USPTO retrosynthesis dataset with 1.9M reactions from patents (1976-2016). Task: Predict the reactants needed to synthesize the given product. (1) The reactants are: N#N.[CH3:3][O:4][C:5]([C:7]1[CH:11]=[C:10](Br)[O:9][C:8]=1[CH3:13])=[O:6].[N+:14]([C:17]1[CH:18]=[C:19]([NH2:32])[CH:20]=[CH:21][C:22]=1B1OC(C)(C)C(C)(C)O1)([O-:16])=[O:15].C(=O)(O)[O-].[Na+]. Given the product [CH3:3][O:4][C:5]([C:7]1[CH:11]=[C:10]([C:22]2[CH:21]=[CH:20][C:19]([NH2:32])=[CH:18][C:17]=2[N+:14]([O-:16])=[O:15])[O:9][C:8]=1[CH3:13])=[O:6], predict the reactants needed to synthesize it. (2) Given the product [Cl:1][C:2]1[CH:3]=[CH:4][N:5]2[C:10]=1[C:9](=[O:11])[N:8]([C:12]1[CH:17]=[CH:16][CH:15]=[CH:14][CH:13]=1)[C:7]([C@@H:18]1[CH2:22][S:21](=[O:23])[CH2:20][N:19]1[C:24]1[N:32]=[CH:31][N:30]=[C:29]3[C:25]=1[N:26]=[CH:27][NH:28]3)=[N:6]2, predict the reactants needed to synthesize it. The reactants are: [Cl:1][C:2]1[CH:3]=[CH:4][N:5]2[C:10]=1[C:9](=[O:11])[N:8]([C:12]1[CH:17]=[CH:16][CH:15]=[CH:14][CH:13]=1)[C:7]([C@@H:18]1[CH2:22][S:21](=[O:23])[CH2:20][N:19]1[C:24]1[N:32]=[CH:31][N:30]=[C:29]3[C:25]=1[N:26]=[CH:27][N:28]3C1CCCCO1)=[N:6]2.C([O-])(O)=O.[Na+].